From a dataset of Full USPTO retrosynthesis dataset with 1.9M reactions from patents (1976-2016). Predict the reactants needed to synthesize the given product. Given the product [Cl:8][C:5]1[CH:6]=[CH:7][C:2]([N:16]2[CH2:17][CH2:18][CH:14]([OH:13])[CH2:15]2)=[CH:3][C:4]=1[C:9]([F:12])([F:11])[F:10], predict the reactants needed to synthesize it. The reactants are: Br[C:2]1[CH:7]=[CH:6][C:5]([Cl:8])=[C:4]([C:9]([F:12])([F:11])[F:10])[CH:3]=1.[OH:13][CH:14]1[CH2:18][CH2:17][NH:16][CH2:15]1.